Task: Predict the reactants needed to synthesize the given product.. Dataset: Full USPTO retrosynthesis dataset with 1.9M reactions from patents (1976-2016) (1) Given the product [CH2:1]([O:8][CH2:9][C:10]12[CH2:18][CH:14]3[CH2:15][CH:16]([CH2:17]1)[C:12]([NH2:24])([CH2:13]3)[CH2:11]2)[C:2]1[CH:7]=[CH:6][CH:5]=[CH:4][CH:3]=1, predict the reactants needed to synthesize it. The reactants are: [CH2:1]([O:8][CH2:9][C:10]12[CH2:18][CH:14]3[CH2:15][CH:16]([CH2:17]1)[C:12](C(O)=O)([CH2:13]3)[CH2:11]2)[C:2]1[CH:7]=[CH:6][CH:5]=[CH:4][CH:3]=1.C([N:24](CC)CC)C.C1(P(N=[N+]=[N-])(C2C=CC=CC=2)=O)C=CC=CC=1.[OH-].[K+].OS([O-])(=O)=O.[K+]. (2) Given the product [C:9]([CH2:8][CH:7]([C:12]1[CH:17]=[CH:16][CH:15]=[CH:14][CH:13]=1)[CH:6]([C:18]1[CH:19]=[N:20][CH:21]=[CH:22][CH:23]=1)[C:5]([N:4]([CH:25]([CH3:27])[CH3:26])[CH:1]([CH3:3])[CH3:2])=[O:24])#[N:11], predict the reactants needed to synthesize it. The reactants are: [CH:1]([N:4]([CH:25]([CH3:27])[CH3:26])[C:5](=[O:24])[CH:6]([C:18]1[CH:19]=[N:20][CH:21]=[CH:22][CH:23]=1)[CH:7]([C:12]1[CH:17]=[CH:16][CH:15]=[CH:14][CH:13]=1)[CH2:8][C:9]([NH2:11])=O)([CH3:3])[CH3:2].O=S(Cl)Cl. (3) Given the product [CH2:10]([C:7]1[CH:6]=[CH:5][C:4]([C:3]([OH:18])=[O:2])=[CH:9][CH:8]=1)[CH2:11][C:12]1[CH:13]=[CH:14][CH:15]=[CH:16][CH:17]=1, predict the reactants needed to synthesize it. The reactants are: C[O:2][C:3](=[O:18])[C:4]1[CH:9]=[CH:8][C:7]([CH2:10][CH2:11][C:12]2[CH:17]=[CH:16][CH:15]=[CH:14][CH:13]=2)=[CH:6][CH:5]=1.[OH-].[Na+].Cl. (4) The reactants are: [BH4-].[Na+].[CH3:3][O:4][C:5](/[C:7](/[C:13](/[C:26]([O:28][CH3:29])=[O:27])=[CH:14]/[C:15](=[O:25])[CH2:16][CH2:17][CH2:18][CH2:19][CH2:20][CH2:21][CH2:22][CH2:23][CH3:24])=[CH:8]\[C:9]([O:11][CH3:12])=[O:10])=[O:6].[NH4+].[Cl-]. Given the product [CH3:3][O:4][C:5](/[C:7](=[C:13](\[C:26]([O:28][CH3:29])=[O:27])/[CH2:14][CH:15]([OH:25])[CH2:16][CH2:17][CH2:18][CH2:19][CH2:20][CH2:21][CH2:22][CH2:23][CH3:24])/[CH2:8][C:9]([O:11][CH3:12])=[O:10])=[O:6], predict the reactants needed to synthesize it.